This data is from Forward reaction prediction with 1.9M reactions from USPTO patents (1976-2016). The task is: Predict the product of the given reaction. The product is: [CH3:18][O:17][C:14]1[CH:15]=[CH:16][C:8]2[CH:7]=[C:11]([CH3:12])[S:10][C:9]=2[CH:13]=1. Given the reactants [Li]C(C)(C)C.I[C:7]1[C:8]2[CH:16]=[CH:15][C:14]([O:17][CH3:18])=[CH:13][C:9]=2[S:10][C:11]=1[CH3:12], predict the reaction product.